From a dataset of Peptide-MHC class II binding affinity with 134,281 pairs from IEDB. Regression. Given a peptide amino acid sequence and an MHC pseudo amino acid sequence, predict their binding affinity value. This is MHC class II binding data. (1) The MHC is HLA-DPA10201-DPB10501 with pseudo-sequence HLA-DPA10201-DPB10501. The binding affinity (normalized) is 0.142. The peptide sequence is TPFPHRKGVLFNIQY. (2) The peptide sequence is EITPQASTTEAILPE. The MHC is DRB1_0101 with pseudo-sequence DRB1_0101. The binding affinity (normalized) is 0.248. (3) The MHC is DRB3_0101 with pseudo-sequence DRB3_0101. The binding affinity (normalized) is 0.618. The peptide sequence is FIIDGPNTPECPSAS.